This data is from Forward reaction prediction with 1.9M reactions from USPTO patents (1976-2016). The task is: Predict the product of the given reaction. (1) The product is: [C:27]([O:26][C:24](=[O:25])[NH:31][CH2:32][C:33]#[C:34][C:2]1[N:11]=[C:10]2[N:4]([CH2:5][CH2:6][C:7]3[CH:23]=[CH:22][CH:21]=[CH:20][C:8]=3[CH:9]2[O:12][CH:13]2[CH2:18][CH2:17][N:16]([CH3:19])[CH2:15][CH2:14]2)[CH:3]=1)([CH3:30])([CH3:29])[CH3:28]. Given the reactants I[C:2]1[N:11]=[C:10]2[N:4]([CH2:5][CH2:6][C:7]3[CH:23]=[CH:22][CH:21]=[CH:20][C:8]=3[CH:9]2[O:12][CH:13]2[CH2:18][CH2:17][N:16]([CH3:19])[CH2:15][CH2:14]2)[CH:3]=1.[C:24]([NH:31][CH2:32][C:33]#[CH:34])([O:26][C:27]([CH3:30])([CH3:29])[CH3:28])=[O:25].N(CC)CC.N, predict the reaction product. (2) The product is: [N+:20]([C:14]1[CH:13]=[CH:12][C:11]([O:9][C:3]2[CH:4]=[CH:5][C:6]([F:8])=[CH:7][C:2]=2[F:1])=[CH:19][C:15]=1[C:16]([OH:18])=[O:17])([O-:22])=[O:21]. Given the reactants [F:1][C:2]1[CH:7]=[C:6]([F:8])[CH:5]=[CH:4][C:3]=1[OH:9].F[C:11]1[CH:12]=[CH:13][C:14]([N+:20]([O-:22])=[O:21])=[C:15]([CH:19]=1)[C:16]([OH:18])=[O:17].C(=O)([O-])[O-].[Cs+].[Cs+].Cl, predict the reaction product. (3) Given the reactants [H-].[Na+].[CH:3]1([OH:10])[CH2:8][CH2:7]C(O)C=C1.[CH3:11]I.[CH2:13]1[CH2:17][O:16][CH2:15][CH2:14]1, predict the reaction product. The product is: [CH3:15][O:16][CH:17]1[CH2:13][CH2:14][CH:3]([O:10][CH3:11])[CH:8]=[CH:7]1. (4) Given the reactants [CH3:1][N:2]1[CH2:7][CH2:6][CH:5]([O:8][CH:9]([C:19]2[CH:24]=[CH:23][C:22]([N+:25]([O-])=O)=[CH:21][CH:20]=2)[C:10]2[NH:14][C:13]3[CH:15]=[CH:16][CH:17]=[CH:18][C:12]=3[N:11]=2)[CH2:4][CH2:3]1.[ClH:28], predict the reaction product. The product is: [ClH:28].[NH:11]1[C:12]2[CH:18]=[CH:17][CH:16]=[CH:15][C:13]=2[N:14]=[C:10]1[CH:9]([O:8][CH:5]1[CH2:4][CH2:3][N:2]([CH3:1])[CH2:7][CH2:6]1)[C:19]1[CH:20]=[CH:21][C:22]([NH2:25])=[CH:23][CH:24]=1. (5) Given the reactants [CH3:1][N:2]([CH2:4][CH2:5][CH2:6][C@@:7]1([C:18]2[CH:19]=[CH:20][C:21]([F:24])=[CH:22][CH:23]=2)[O:15][CH2:14][C:13]2[CH:12]=[C:11]([C:16]#[N:17])[CH:10]=[CH:9][C:8]1=2)[CH3:3].[C:25]([OH:30])(=[O:29])[C:26]([OH:28])=[O:27], predict the reaction product. The product is: [CH3:1][N:2]([CH2:4][CH2:5][CH2:6][C@@:7]1([C:18]2[CH:23]=[CH:22][C:21]([F:24])=[CH:20][CH:19]=2)[O:15][CH2:14][C:13]2[CH:12]=[C:11]([C:16]#[N:17])[CH:10]=[CH:9][C:8]1=2)[CH3:3].[C:26]([OH:28])([C:25]([OH:30])=[O:29])=[O:27]. (6) The product is: [Cl:12][C:11]1[N:10]=[C:17]([O:8][CH2:7][C@H:5]2[CH2:4][CH2:3][C:2]([CH3:9])([CH3:1])[O:6]2)[N:16]=[C:14]([N:31]2[CH2:32][CH2:33][CH:34]([C:37]3[C:45]4[C:40](=[N:41][CH:42]=[CH:43][CH:44]=4)[NH:39][N:38]=3)[CH2:35][CH2:36]2)[N:13]=1. Given the reactants [CH3:1][C:2]1([CH3:9])[O:6][C@@H:5]([CH2:7][OH:8])[CH2:4][CH2:3]1.[N:10]1[C:17](Cl)=[N:16][C:14](Cl)=[N:13][C:11]=1[Cl:12].[Li+].C[Si]([N-][Si](C)(C)C)(C)C.Cl.Cl.[NH:31]1[CH2:36][CH2:35][CH:34]([C:37]2[C:45]3[C:40](=[N:41][CH:42]=[CH:43][CH:44]=3)[NH:39][N:38]=2)[CH2:33][CH2:32]1.CCN(C(C)C)C(C)C, predict the reaction product.